This data is from NCI-60 drug combinations with 297,098 pairs across 59 cell lines. The task is: Regression. Given two drug SMILES strings and cell line genomic features, predict the synergy score measuring deviation from expected non-interaction effect. (1) Drug 1: C1CCC(C1)C(CC#N)N2C=C(C=N2)C3=C4C=CNC4=NC=N3. Drug 2: COC1=CC(=CC(=C1O)OC)C2C3C(COC3=O)C(C4=CC5=C(C=C24)OCO5)OC6C(C(C7C(O6)COC(O7)C8=CC=CS8)O)O. Cell line: DU-145. Synergy scores: CSS=23.8, Synergy_ZIP=-3.23, Synergy_Bliss=-4.12, Synergy_Loewe=-9.30, Synergy_HSA=-2.27. (2) Drug 1: C1=CC(=CC=C1CCC2=CNC3=C2C(=O)NC(=N3)N)C(=O)NC(CCC(=O)O)C(=O)O. Drug 2: CS(=O)(=O)OCCCCOS(=O)(=O)C. Cell line: RPMI-8226. Synergy scores: CSS=55.6, Synergy_ZIP=3.72, Synergy_Bliss=7.75, Synergy_Loewe=-4.19, Synergy_HSA=6.02. (3) Synergy scores: CSS=2.97, Synergy_ZIP=11.2, Synergy_Bliss=15.4, Synergy_Loewe=15.6, Synergy_HSA=13.3. Drug 2: CN(C(=O)NC(C=O)C(C(C(CO)O)O)O)N=O. Cell line: A549. Drug 1: CC1=C2C(C(=O)C3(C(CC4C(C3C(C(C2(C)C)(CC1OC(=O)C(C(C5=CC=CC=C5)NC(=O)OC(C)(C)C)O)O)OC(=O)C6=CC=CC=C6)(CO4)OC(=O)C)O)C)O. (4) Drug 1: CCC1=C2CN3C(=CC4=C(C3=O)COC(=O)C4(CC)O)C2=NC5=C1C=C(C=C5)O. Drug 2: CC1C(C(CC(O1)OC2CC(OC(C2O)C)OC3=CC4=CC5=C(C(=O)C(C(C5)C(C(=O)C(C(C)O)O)OC)OC6CC(C(C(O6)C)O)OC7CC(C(C(O7)C)O)OC8CC(C(C(O8)C)O)(C)O)C(=C4C(=C3C)O)O)O)O. Cell line: SK-MEL-28. Synergy scores: CSS=62.0, Synergy_ZIP=-0.668, Synergy_Bliss=0.298, Synergy_Loewe=-0.663, Synergy_HSA=-0.481. (5) Drug 1: C1C(C(OC1N2C=C(C(=O)NC2=O)F)CO)O. Drug 2: C1CN(P(=O)(OC1)NCCCl)CCCl. Cell line: SK-OV-3. Synergy scores: CSS=3.88, Synergy_ZIP=-1.62, Synergy_Bliss=2.06, Synergy_Loewe=-9.94, Synergy_HSA=-0.226. (6) Drug 1: C1CCC(CC1)NC(=O)N(CCCl)N=O. Drug 2: CC1=C(N=C(N=C1N)C(CC(=O)N)NCC(C(=O)N)N)C(=O)NC(C(C2=CN=CN2)OC3C(C(C(C(O3)CO)O)O)OC4C(C(C(C(O4)CO)O)OC(=O)N)O)C(=O)NC(C)C(C(C)C(=O)NC(C(C)O)C(=O)NCCC5=NC(=CS5)C6=NC(=CS6)C(=O)NCCC[S+](C)C)O. Cell line: HOP-62. Synergy scores: CSS=17.0, Synergy_ZIP=-5.28, Synergy_Bliss=1.05, Synergy_Loewe=-6.09, Synergy_HSA=0.327. (7) Drug 1: CC1=C(C=C(C=C1)C(=O)NC2=CC(=CC(=C2)C(F)(F)F)N3C=C(N=C3)C)NC4=NC=CC(=N4)C5=CN=CC=C5. Drug 2: CC1=C(C(=CC=C1)Cl)NC(=O)C2=CN=C(S2)NC3=CC(=NC(=N3)C)N4CCN(CC4)CCO. Cell line: SK-MEL-5. Synergy scores: CSS=5.94, Synergy_ZIP=-1.70, Synergy_Bliss=0.157, Synergy_Loewe=2.40, Synergy_HSA=-0.229. (8) Drug 1: CC1C(C(CC(O1)OC2CC(OC(C2O)C)OC3=CC4=CC5=C(C(=O)C(C(C5)C(C(=O)C(C(C)O)O)OC)OC6CC(C(C(O6)C)O)OC7CC(C(C(O7)C)O)OC8CC(C(C(O8)C)O)(C)O)C(=C4C(=C3C)O)O)O)O. Drug 2: C#CCC(CC1=CN=C2C(=N1)C(=NC(=N2)N)N)C3=CC=C(C=C3)C(=O)NC(CCC(=O)O)C(=O)O. Cell line: NCIH23. Synergy scores: CSS=30.8, Synergy_ZIP=1.25, Synergy_Bliss=7.89, Synergy_Loewe=5.58, Synergy_HSA=5.68.